This data is from Catalyst prediction with 721,799 reactions and 888 catalyst types from USPTO. The task is: Predict which catalyst facilitates the given reaction. (1) The catalyst class is: 5. Product: [OH:3][CH:1]([C:4]1[CH:31]=[C:7]2[CH2:8][N:9]([C:13]([O:15][CH2:16][C:17]3[CH:18]=[C:19]([C:27]([F:28])([F:29])[F:30])[CH:20]=[C:21]([C:23]([F:26])([F:25])[F:24])[CH:22]=3)=[O:14])[CH2:10][CH2:11][CH2:12][N:6]2[N:5]=1)[CH3:2]. Reactant: [C:1]([C:4]1[CH:31]=[C:7]2[CH2:8][N:9]([C:13]([O:15][CH2:16][C:17]3[CH:22]=[C:21]([C:23]([F:26])([F:25])[F:24])[CH:20]=[C:19]([C:27]([F:30])([F:29])[F:28])[CH:18]=3)=[O:14])[CH2:10][CH2:11][CH2:12][N:6]2[N:5]=1)(=[O:3])[CH3:2].[BH4-].[Na+]. (2) Reactant: [CH3:1][N:2]1[C:7](=[O:8])[CH:6]=[CH:5][C:4]([C:9](=O)[CH2:10][C@H:11]([C:19]2[CH:24]=[CH:23][C:22]([N:25]3[CH2:30][CH2:29][CH:28]([C:31]([OH:33])=[O:32])[CH2:27][CH2:26]3)=[CH:21][CH:20]=2)[C:12]2[CH:17]=[CH:16][CH:15]=[CH:14][C:13]=2[CH3:18])=[CH:3]1.Cl.[NH2:36][OH:37].C(=O)([O-])O.[Na+:42]. Product: [OH:37]/[N:36]=[C:9](/[C:4]1[CH:5]=[CH:6][C:7](=[O:8])[N:2]([CH3:1])[CH:3]=1)\[CH2:10][C@H:11]([C:19]1[CH:20]=[CH:21][C:22]([N:25]2[CH2:30][CH2:29][CH:28]([C:31]([O-:33])=[O:32])[CH2:27][CH2:26]2)=[CH:23][CH:24]=1)[C:12]1[CH:17]=[CH:16][CH:15]=[CH:14][C:13]=1[CH3:18].[Na+:42]. The catalyst class is: 40. (3) Reactant: Cl[C:2]1[C:11]2[C:6](=[CH:7][C:8]([O:14][CH3:15])=[C:9]([O:12][CH3:13])[CH:10]=2)[N:5]=[CH:4][N:3]=1.[CH:16]([NH:19][CH:20]([CH3:22])[CH3:21])([CH3:18])C. Product: [CH3:13][O:12][C:9]1[CH:10]=[C:11]2[C:18](=[CH:7][C:8]=1[O:14][CH3:15])[CH2:16][N:19]([C:2]1[C:11]3[C:6](=[CH:7][C:8]([O:14][CH3:15])=[C:9]([O:12][CH3:13])[CH:10]=3)[N:5]=[CH:4][N:3]=1)[CH:20]([CH3:21])[CH2:22]2. The catalyst class is: 80. (4) Reactant: [CH3:1][N:2]([CH3:7])[CH2:3][CH:4]([OH:6])[CH3:5].[Cl:8][C:9]1[CH:14]=[C:13](Cl)[N:12]=[C:11]([S:16][CH2:17][C:18]2[CH:23]=[CH:22][CH:21]=[C:20]([F:24])[C:19]=2[F:25])[N:10]=1.FC1C(F)=CC=CC=1CSC1N=C(NS(N2CCC2)(=O)=O)C=C(OC(CO)CO)N=1.[H-].[Na+]. Product: [Cl:8][C:9]1[N:10]=[C:11]([S:16][CH2:17][C:18]2[CH:23]=[CH:22][CH:21]=[C:20]([F:24])[C:19]=2[F:25])[N:12]=[C:13]([O:6][CH:4]([CH3:5])[CH2:3][N:2]([CH3:7])[CH3:1])[CH:14]=1. The catalyst class is: 1. (5) Reactant: [NH:1]1[CH:5]=[C:4]([C:6](=[S:8])[NH2:7])[CH:3]=[N:2]1.Br[CH2:10][C:11](=O)[C:12]([OH:14])=O.[NH2:16][C@H:17]([CH3:33])[CH2:18][N:19]1[CH:23]=[CH:22][C:21]([C:24]2[CH:31]=[CH:30][C:27]([C:28]#[N:29])=[C:26]([Cl:32])[CH:25]=2)=[N:20]1.C(Cl)Cl. Product: [Cl:32][C:26]1[CH:25]=[C:24]([C:21]2[CH:22]=[CH:23][N:19]([CH2:18][C@H:17]([NH:16][C:12]([C:11]3[N:7]=[C:6]([C:4]4[CH:5]=[N:1][NH:2][CH:3]=4)[S:8][CH:10]=3)=[O:14])[CH3:33])[N:20]=2)[CH:31]=[CH:30][C:27]=1[C:28]#[N:29]. The catalyst class is: 1. (6) Reactant: [NH2:1][C:2]1[CH:3]=[C:4]([CH:9]=[CH:10][CH:11]=1)[C:5]([O:7][CH3:8])=[O:6].[OH-].[Na+].[Cl:14][C:15]1[N:20]=[C:19](Cl)[N:18]=[C:17]([NH2:22])[N:16]=1. Product: [NH2:22][C:17]1[N:16]=[C:15]([Cl:14])[N:20]=[C:19]([NH:1][C:2]2[CH:3]=[C:4]([CH:9]=[CH:10][CH:11]=2)[C:5]([O:7][CH3:8])=[O:6])[N:18]=1. The catalyst class is: 144. (7) Reactant: [NH2:1][C:2]1[C:3]([C:18]([NH:20][CH3:21])=[O:19])=[N:4][C:5]([C:8]2[CH:13]=[CH:12][CH:11]=[C:10]([C:14]([NH:16][OH:17])=[NH:15])[CH:9]=2)=[CH:6][N:7]=1.CN1[C:30]2[CH:31]=[CH:32][C:33](Cl)=[CH:34][C:29]=2[C:28](C2C=CC=CC=2)=NCC1=O.C(Cl)(=O)C1C=CC=CC=1. Product: [NH2:1][C:2]1[C:3]([C:18]([NH:20][CH3:21])=[O:19])=[N:4][C:5]([C:8]2[CH:13]=[CH:12][CH:11]=[C:10]([C:14]3[N:15]=[C:28]([C:29]4[CH:34]=[CH:33][CH:32]=[CH:31][CH:30]=4)[O:17][N:16]=3)[CH:9]=2)=[CH:6][N:7]=1. The catalyst class is: 39. (8) Reactant: [O:1]=[C:2]([CH2:6][C:7]1[CH:12]=[CH:11][CH:10]=[CH:9][CH:8]=1)[C:3]([OH:5])=O.C(Cl)(=O)C(Cl)=O.CCN(C(C)C)C(C)C.[NH:28]1[CH2:33][CH2:32][CH:31]([NH:34][C:35](=[O:41])[O:36][C:37]([CH3:40])([CH3:39])[CH3:38])[CH2:30][CH2:29]1.C(O)(=O)CC(CC(O)=O)(C(O)=O)O. Product: [C:37]([O:36][C:35](=[O:41])[NH:34][CH:31]1[CH2:32][CH2:33][N:28]([C:3](=[O:5])[C:2](=[O:1])[CH2:6][C:7]2[CH:12]=[CH:11][CH:10]=[CH:9][CH:8]=2)[CH2:29][CH2:30]1)([CH3:40])([CH3:38])[CH3:39]. The catalyst class is: 59. (9) Reactant: [F:1][C:2]1[C:13]([I:14])=[CH:12][C:5]([CH2:6]OS(C)(=O)=O)=[C:4]([CH2:15]OS(C)(=O)=O)[CH:3]=1.C(N(CC)C(C)C)(C)C.[C:30]1([CH:36]([NH2:43])[C:37]2[CH:42]=[CH:41][CH:40]=[CH:39][CH:38]=2)[CH:35]=[CH:34][CH:33]=[CH:32][CH:31]=1. Product: [CH:36]([N:43]1[CH2:15][C:4]2[C:5](=[CH:12][C:13]([I:14])=[C:2]([F:1])[CH:3]=2)[CH2:6]1)([C:37]1[CH:38]=[CH:39][CH:40]=[CH:41][CH:42]=1)[C:30]1[CH:35]=[CH:34][CH:33]=[CH:32][CH:31]=1. The catalyst class is: 3. (10) Reactant: [C:1]([C:3]1[CH:12]=[C:11]2[C:6]([CH2:7][CH2:8][CH:9]([NH:22][C:23](=[O:29])[O:24][C:25]([CH3:28])([CH3:27])[CH3:26])[CH:10]2[CH2:13][C:14]2[CH:19]=[CH:18][C:17]([Cl:20])=[C:16]([Cl:21])[CH:15]=2)=[CH:5][CH:4]=1)#[N:2]. Product: [NH2:2][CH2:1][C:3]1[CH:12]=[C:11]2[C:6]([CH2:7][CH2:8][CH:9]([NH:22][C:23](=[O:29])[O:24][C:25]([CH3:27])([CH3:26])[CH3:28])[CH:10]2[CH2:13][C:14]2[CH:19]=[CH:18][C:17]([Cl:20])=[C:16]([Cl:21])[CH:15]=2)=[CH:5][CH:4]=1. The catalyst class is: 94.